This data is from Reaction yield outcomes from USPTO patents with 853,638 reactions. The task is: Predict the reaction yield, written as a fraction of the theoretical maximum amount of product (1.0 means a 100% yield; for example, 0.34 means a 34% yield). (1) The reactants are [Cl:1][C:2]1[CH:16]=[CH:15][C:5]([CH2:6][N:7]2[CH:12]=[C:11](Br)[CH:10]=[CH:9][C:8]2=[O:14])=[CH:4][CH:3]=1.CC1(C)C(C)(C)OB([C:25]2[CH:30]=[CH:29][C:28]([CH2:31][C:32]([OH:34])=[O:33])=[CH:27][CH:26]=2)O1. No catalyst specified. The product is [Cl:1][C:2]1[CH:16]=[CH:15][C:5]([CH2:6][N:7]2[C:8](=[O:14])[CH:9]=[CH:10][C:11]([C:25]3[CH:30]=[CH:29][C:28]([CH2:31][C:32]([OH:34])=[O:33])=[CH:27][CH:26]=3)=[CH:12]2)=[CH:4][CH:3]=1. The yield is 1.00. (2) The reactants are [NH:1]1[CH:5]=[CH:4][N:3]=[C:2]1[C:6]1[CH:7]=[CH:8][C:9]([CH3:13])=[C:10]([CH:12]=1)[NH2:11].[O:14]([C:21]1[CH:29]=[CH:28][C:24]([C:25](Cl)=[O:26])=[CH:23][N:22]=1)[C:15]1[CH:20]=[CH:19][CH:18]=[CH:17][CH:16]=1. The catalyst is N1C=CC=CC=1. The product is [NH:1]1[CH:5]=[CH:4][N:3]=[C:2]1[C:6]1[CH:7]=[CH:8][C:9]([CH3:13])=[C:10]([NH:11][C:25]([C:24]2[CH:23]=[N:22][C:21]([O:14][C:15]3[CH:16]=[CH:17][CH:18]=[CH:19][CH:20]=3)=[CH:29][CH:28]=2)=[O:26])[CH:12]=1. The yield is 0.0750.